Dataset: Forward reaction prediction with 1.9M reactions from USPTO patents (1976-2016). Task: Predict the product of the given reaction. (1) Given the reactants [OH:1][CH:2]1[CH:6]([O:7][CH2:8][C:9]2[CH:14]=[CH:13][CH:12]=[C:11]([C:15]([O:17][CH3:18])=[O:16])[CH:10]=2)[CH2:5][N:4]([C:19](=[O:38])[C@H:20]([CH2:34][CH:35]([CH3:37])[CH3:36])[NH:21][C:22]([C:24]2[CH:33]=[CH:32][C:31]3[C:26](=[CH:27][CH:28]=[CH:29][CH:30]=3)[N:25]=2)=[O:23])[CH2:3]1.CC(OI1(OC(C)=O)(OC(C)=O)OC(=O)C2C=CC=CC1=2)=O.CCCCCC.C(OCC)(=O)C, predict the reaction product. The product is: [CH3:18][O:17][C:15]([C:11]1[CH:10]=[C:9]([CH:14]=[CH:13][CH:12]=1)[CH2:8][O:7][CH:6]1[C:2](=[O:1])[CH2:3][N:4]([C:19](=[O:38])[C@H:20]([CH2:34][CH:35]([CH3:37])[CH3:36])[NH:21][C:22]([C:24]2[CH:33]=[CH:32][C:31]3[C:26](=[CH:27][CH:28]=[CH:29][CH:30]=3)[N:25]=2)=[O:23])[CH2:5]1)=[O:16]. (2) Given the reactants P(Cl)(Cl)(Cl)=O.[CH2:6]1[C:12]2=[CH:13][C:14]3[CH:15]=[CH:16][CH:17]=[CH:18][C:19]=3[N:11]2[CH2:10][CH2:9][N:8]([C:20]([O:22][C:23]([CH3:26])([CH3:25])[CH3:24])=[O:21])[CH2:7]1.CN([CH:30]=[O:31])C, predict the reaction product. The product is: [CH:30]([C:13]1[C:14]2[CH:15]=[CH:16][CH:17]=[CH:18][C:19]=2[N:11]2[CH2:10][CH2:9][N:8]([C:20]([O:22][C:23]([CH3:26])([CH3:25])[CH3:24])=[O:21])[CH2:7][CH2:6][C:12]=12)=[O:31]. (3) Given the reactants [NH2:1][C:2]1[N:7]=[CH:6][N:5]=[C:4]2[N:8]([CH:12]([C:14]3[C:15]([O:34][CH3:35])=[C:16]([CH:23]4[CH2:26][N:25](C(OC(C)(C)C)=O)[CH2:24]4)[C:17]([C:21]#[N:22])=[C:18]([CH3:20])[CH:19]=3)[CH3:13])[N:9]=[C:10]([CH3:11])[C:3]=12.FC(F)(F)C(O)=O, predict the reaction product. The product is: [NH2:1][C:2]1[N:7]=[CH:6][N:5]=[C:4]2[N:8]([CH:12]([C:14]3[CH:19]=[C:18]([CH3:20])[C:17]([C:21]#[N:22])=[C:16]([CH:23]4[CH2:26][NH:25][CH2:24]4)[C:15]=3[O:34][CH3:35])[CH3:13])[N:9]=[C:10]([CH3:11])[C:3]=12. (4) Given the reactants [F-].[Cs+].Br[C:4]1[N:12]([CH2:13][C:14]2[CH:19]=[CH:18][C:17]([C:20]([F:23])([F:22])[F:21])=[CH:16][CH:15]=2)[C:11]2[C:6](=[N:7][C:8]([C:31]#[N:32])=[N:9][C:10]=2[NH:24][C@@H:25]([CH:27]2[CH2:30][CH2:29][CH2:28]2)[CH3:26])[N:5]=1.[CH2:33]([CH:40]1[CH2:45][CH2:44][CH2:43][CH2:42][NH:41]1)[C:34]1[CH:39]=[CH:38][CH:37]=[CH:36][CH:35]=1, predict the reaction product. The product is: [CH2:33]([CH:40]1[CH2:45][CH2:44][CH2:43][CH2:42][N:41]1[C:4]1[N:12]([CH2:13][C:14]2[CH:19]=[CH:18][C:17]([C:20]([F:21])([F:22])[F:23])=[CH:16][CH:15]=2)[C:11]2[C:6](=[N:7][C:8]([C:31]#[N:32])=[N:9][C:10]=2[NH:24][C@@H:25]([CH:27]2[CH2:28][CH2:29][CH2:30]2)[CH3:26])[N:5]=1)[C:34]1[CH:39]=[CH:38][CH:37]=[CH:36][CH:35]=1.